Dataset: NCI-60 drug combinations with 297,098 pairs across 59 cell lines. Task: Regression. Given two drug SMILES strings and cell line genomic features, predict the synergy score measuring deviation from expected non-interaction effect. (1) Synergy scores: CSS=52.7, Synergy_ZIP=0.539, Synergy_Bliss=-1.24, Synergy_Loewe=-40.3, Synergy_HSA=-4.58. Drug 2: CC1=CC2C(CCC3(C2CCC3(C(=O)C)OC(=O)C)C)C4(C1=CC(=O)CC4)C. Drug 1: CCC1=CC2CC(C3=C(CN(C2)C1)C4=CC=CC=C4N3)(C5=C(C=C6C(=C5)C78CCN9C7C(C=CC9)(C(C(C8N6C)(C(=O)OC)O)OC(=O)C)CC)OC)C(=O)OC.C(C(C(=O)O)O)(C(=O)O)O. Cell line: DU-145. (2) Cell line: T-47D. Drug 1: C1=CC(=CC=C1CCCC(=O)O)N(CCCl)CCCl. Drug 2: C1=CN(C=N1)CC(O)(P(=O)(O)O)P(=O)(O)O. Synergy scores: CSS=15.5, Synergy_ZIP=-7.79, Synergy_Bliss=-10.3, Synergy_Loewe=-9.38, Synergy_HSA=-9.14. (3) Drug 1: C1C(C(OC1N2C=NC3=C(N=C(N=C32)Cl)N)CO)O. Drug 2: CC1=C(C(=O)C2=C(C1=O)N3CC4C(C3(C2COC(=O)N)OC)N4)N. Cell line: TK-10. Synergy scores: CSS=27.8, Synergy_ZIP=-4.32, Synergy_Bliss=3.71, Synergy_Loewe=4.23, Synergy_HSA=6.46. (4) Drug 1: C1=NC(=NC(=O)N1C2C(C(C(O2)CO)O)O)N. Drug 2: C(CCl)NC(=O)N(CCCl)N=O. Cell line: SW-620. Synergy scores: CSS=48.9, Synergy_ZIP=-4.11, Synergy_Bliss=-1.20, Synergy_Loewe=-4.58, Synergy_HSA=1.64. (5) Cell line: MALME-3M. Drug 2: CC1=C(C(CCC1)(C)C)C=CC(=CC=CC(=CC(=O)O)C)C. Drug 1: C1=CC(=CC=C1CC(C(=O)O)N)N(CCCl)CCCl.Cl. Synergy scores: CSS=34.7, Synergy_ZIP=-2.34, Synergy_Bliss=0.296, Synergy_Loewe=-2.33, Synergy_HSA=3.66. (6) Drug 2: C(CN)CNCCSP(=O)(O)O. Drug 1: C1=CN(C(=O)N=C1N)C2C(C(C(O2)CO)O)O.Cl. Cell line: SK-MEL-28. Synergy scores: CSS=39.2, Synergy_ZIP=-6.18, Synergy_Bliss=-2.96, Synergy_Loewe=-58.1, Synergy_HSA=-1.14. (7) Drug 1: C1=NC2=C(N=C(N=C2N1C3C(C(C(O3)CO)O)O)F)N. Drug 2: CC1=C(C(=O)C2=C(C1=O)N3CC4C(C3(C2COC(=O)N)OC)N4)N. Cell line: IGROV1. Synergy scores: CSS=10.6, Synergy_ZIP=-5.03, Synergy_Bliss=-1.76, Synergy_Loewe=-11.1, Synergy_HSA=-1.80. (8) Drug 1: C1CN1P(=S)(N2CC2)N3CC3. Drug 2: COC1=NC(=NC2=C1N=CN2C3C(C(C(O3)CO)O)O)N. Cell line: UACC-257. Synergy scores: CSS=3.52, Synergy_ZIP=0.531, Synergy_Bliss=2.81, Synergy_Loewe=-1.17, Synergy_HSA=0.136.